Dataset: Full USPTO retrosynthesis dataset with 1.9M reactions from patents (1976-2016). Task: Predict the reactants needed to synthesize the given product. (1) Given the product [NH2:4][C:7]1[CH:8]=[CH:9][C:10]([N:15]2[CH2:16][CH2:17][CH2:18][CH2:19][CH2:20]2)=[C:11]([CH:14]=1)[C:12]#[N:13], predict the reactants needed to synthesize it. The reactants are: [Cl-].[NH4+].O.[N+:4]([C:7]1[CH:8]=[CH:9][C:10]([N:15]2[CH2:20][CH2:19][CH2:18][CH2:17][CH2:16]2)=[C:11]([CH:14]=1)[C:12]#[N:13])([O-])=O. (2) Given the product [OH:7][C:2]([CH3:6])([CH3:1])[CH2:3][CH2:4][O:5][C:9]1[N:10]=[C:11]([OH:19])[C:12]2[CH:18]=[CH:17][N:16]=[CH:15][C:13]=2[N:14]=1, predict the reactants needed to synthesize it. The reactants are: [CH3:1][C:2]([OH:7])([CH3:6])[CH2:3][CH2:4][OH:5].Cl[C:9]1[N:10]=[C:11]([OH:19])[C:12]2[CH:18]=[CH:17][N:16]=[CH:15][C:13]=2[N:14]=1.